Dataset: Catalyst prediction with 721,799 reactions and 888 catalyst types from USPTO. Task: Predict which catalyst facilitates the given reaction. (1) Reactant: [CH3:1][C:2]1[C:11]([N:12]=[S:13]=O)=[CH:10][CH:9]=[CH:8][C:3]=1[C:4]([O:6][CH3:7])=[O:5].S(=NS(C)(=O)=O)=O.N1C=CC=CC=1.O. Product: [N:12]1[S:13][CH:1]=[C:2]2[C:3]([C:4]([O:6][CH3:7])=[O:5])=[CH:8][CH:9]=[CH:10][C:11]=12. The catalyst class is: 48. (2) Reactant: [OH:1][C:2]1[CH:10]=[C:6]([C:7]([OH:9])=[O:8])[C:5]([NH2:11])=[CH:4][CH:3]=1.Cl[C:13](Cl)([O:15]C(=O)OC(Cl)(Cl)Cl)Cl. Product: [OH:1][C:2]1[CH:3]=[CH:4][C:5]2[NH:11][C:13](=[O:15])[O:8][C:7](=[O:9])[C:6]=2[CH:10]=1. The catalyst class is: 1. (3) Reactant: [CH3:1][C:2]([CH3:25])([CH3:24])[CH:3]([OH:23])[CH2:4][N:5]1[C:9]2[CH:10]=[CH:11][CH:12]=[CH:13][C:8]=2[N:7]=[C:6]1[C:14]1[CH:19]=[CH:18][CH:17]=[CH:16][C:15]=1[N+]([O-])=O.[H-].[Na+]. Product: [C:2]([CH:3]1[CH2:4][N:5]2[C:6](=[N:7][C:8]3[CH:13]=[CH:12][CH:11]=[CH:10][C:9]=32)[C:14]2[CH:19]=[CH:18][CH:17]=[CH:16][C:15]=2[O:23]1)([CH3:25])([CH3:24])[CH3:1]. The catalyst class is: 3. (4) Product: [CH3:15][C@@H:11]1[CH2:12][CH2:13][CH2:14][N:9]([CH2:8][CH2:7][OH:6])[CH2:10]1. The catalyst class is: 1. Reactant: C([Si](C)(C)[O:6][CH2:7][CH2:8][N:9]1[CH2:14][CH2:13][CH2:12][C@@H:11]([CH3:15])[CH2:10]1)(C)(C)C.CCCC[N+](CCCC)(CCCC)CCCC.[F-]. (5) Reactant: [Cl-].[CH3:2][O:3]C[P+](C1C=CC=CC=1)(C1C=CC=CC=1)C1C=CC=CC=1.C[Si]([N-][Si](C)(C)C)(C)C.[K+].[CH3:34][C:35]([C:39]1[CH:44]=[CH:43][C:42]([N+:45]([O-:47])=[O:46])=[CH:41][CH:40]=1)([CH3:38])[CH:36]=O. Product: [CH3:34][C:35]([C:39]1[CH:44]=[CH:43][C:42]([N+:45]([O-:47])=[O:46])=[CH:41][CH:40]=1)([CH3:38])[CH2:36][CH:2]=[O:3]. The catalyst class is: 1.